The task is: Regression. Given a peptide amino acid sequence and an MHC pseudo amino acid sequence, predict their binding affinity value. This is MHC class II binding data.. This data is from Peptide-MHC class II binding affinity with 134,281 pairs from IEDB. (1) The peptide sequence is DEINTIFSDYIPYVF. The MHC is HLA-DQA10401-DQB10402 with pseudo-sequence HLA-DQA10401-DQB10402. The binding affinity (normalized) is 0.453. (2) The MHC is HLA-DQA10102-DQB10602 with pseudo-sequence HLA-DQA10102-DQB10602. The binding affinity (normalized) is 0.759. The peptide sequence is IVQINGRHFDLRAQG. (3) The peptide sequence is KNIPQPVRALLEGFL. The MHC is HLA-DQA10501-DQB10201 with pseudo-sequence HLA-DQA10501-DQB10201. The binding affinity (normalized) is 0.596. (4) The peptide sequence is IVEFAKLAKQFEERDAVLLG. The MHC is DRB1_0101 with pseudo-sequence DRB1_0101. The binding affinity (normalized) is 0.714. (5) The peptide sequence is ALFSGVSWVMKIGIG. The MHC is DRB1_0404 with pseudo-sequence DRB1_0404. The binding affinity (normalized) is 0.232.